Dataset: Reaction yield outcomes from USPTO patents with 853,638 reactions. Task: Predict the reaction yield, written as a fraction of the theoretical maximum amount of product (1.0 means a 100% yield; for example, 0.34 means a 34% yield). (1) The reactants are [NH2:1][C:2]1[CH:3]=[C:4]([CH:8]=[C:9]([N:11]2[CH2:16][CH2:15][N:14]([CH3:17])[CH2:13][CH2:12]2)[CH:10]=1)[C:5]([OH:7])=[O:6].[CH3:18][O:19][C:20]1[N:25]=[C:24]([O:26][CH3:27])[C:23]([C:28]2[CH:37]=[C:36]3[C:31]([C:32](Cl)=[C:33]([C:38]([NH2:40])=[O:39])[CH:34]=[N:35]3)=[CH:30][CH:29]=2)=[CH:22][N:21]=1. The catalyst is C(O)(=O)C. The product is [NH2:40][C:38]([C:33]1[CH:34]=[N:35][C:36]2[C:31]([C:32]=1[NH:1][C:2]1[CH:3]=[C:4]([CH:8]=[C:9]([N:11]3[CH2:16][CH2:15][N:14]([CH3:17])[CH2:13][CH2:12]3)[CH:10]=1)[C:5]([OH:7])=[O:6])=[CH:30][CH:29]=[C:28]([C:23]1[C:24]([O:26][CH3:27])=[N:25][C:20]([O:19][CH3:18])=[N:21][CH:22]=1)[CH:37]=2)=[O:39]. The yield is 0.218. (2) The reactants are [ClH:1].[CH2:2]([O:4][C:5]1[CH:12]=[C:11]([O:13][CH2:14][CH3:15])[CH:10]=[CH:9][C:6]=1[C:7]#[N:8])[CH3:3].[CH2:16]([OH:18])[CH3:17]. No catalyst specified. The product is [ClH:1].[CH2:2]([O:4][C:5]1[CH:12]=[C:11]([O:13][CH2:14][CH3:15])[CH:10]=[CH:9][C:6]=1[C:7](=[NH:8])[O:18][CH2:16][CH3:17])[CH3:3]. The yield is 0.950. (3) The reactants are Br[CH2:2][C:3](=O)[CH2:4][CH2:5][CH2:6][N:7]1[C:11](=[O:12])[C:10]2=[CH:13][CH:14]=[CH:15][CH:16]=[C:9]2[C:8]1=[O:17].[NH2:19][C:20]([NH2:22])=[S:21]. The catalyst is CN(C=O)C. The product is [NH2:22][C:20]1[S:21][CH:2]=[C:3]([CH2:4][CH2:5][CH2:6][N:7]2[C:11](=[O:12])[C:10]3=[CH:13][CH:14]=[CH:15][CH:16]=[C:9]3[C:8]2=[O:17])[N:19]=1. The yield is 0.970. (4) The catalyst is CCO. The product is [N:15]([CH2:13][CH2:12][O:11][CH2:10][CH2:9][O:8][CH2:7][CH2:6][OH:5])=[N+:16]=[N-:17]. The yield is 0.660. The reactants are CS([O:5][CH2:6][CH2:7][O:8][CH2:9][CH2:10][O:11][CH2:12][CH2:13]O)(=O)=O.[N-:15]=[N+:16]=[N-:17].[Na+]. (5) The reactants are [F:1][C:2]([F:25])([F:24])[C:3]1[CH:19]=[C:18]([C:20]([F:23])([F:22])[F:21])[CH:17]=[CH:16][C:4]=1[CH2:5][O:6][C:7]1[CH:14]=[CH:13][C:10]([CH:11]=[O:12])=[CH:9][C:8]=1[OH:15].C(=O)([O-])[O-].[K+].[K+].Br[CH:33]([CH3:35])[CH3:34].O. The catalyst is CN(C=O)C. The product is [F:1][C:2]([F:24])([F:25])[C:3]1[CH:19]=[C:18]([C:20]([F:23])([F:22])[F:21])[CH:17]=[CH:16][C:4]=1[CH2:5][O:6][C:7]1[CH:14]=[CH:13][C:10]([CH:11]=[O:12])=[CH:9][C:8]=1[O:15][CH:33]([CH3:35])[CH3:34]. The yield is 0.500. (6) The reactants are B(Br)(Br)Br.[CH2:5]([C:12]1[CH:13]=[C:14]([C:30]2[CH:35]=[CH:34][C:33]([CH2:36][CH2:37][C:38]#[N:39])=[CH:32][C:31]=2[CH2:40][CH:41]([CH3:43])[CH3:42])[CH:15]=[CH:16][C:17]=1[C:18]1[CH:23]=[CH:22][C:21]([O:24]C)=[C:20]([CH2:26][CH:27]([CH3:29])[CH3:28])[CH:19]=1)[C:6]1[CH:11]=[CH:10][CH:9]=[CH:8][CH:7]=1.O. The catalyst is C(Cl)Cl. The product is [CH2:5]([C:12]1[CH:13]=[C:14]([C:30]2[CH:35]=[CH:34][C:33]([CH2:36][CH2:37][C:38]#[N:39])=[CH:32][C:31]=2[CH2:40][CH:41]([CH3:43])[CH3:42])[CH:15]=[CH:16][C:17]=1[C:18]1[CH:23]=[CH:22][C:21]([OH:24])=[C:20]([CH2:26][CH:27]([CH3:29])[CH3:28])[CH:19]=1)[C:6]1[CH:11]=[CH:10][CH:9]=[CH:8][CH:7]=1. The yield is 0.999. (7) The reactants are [OH:1][C@H:2]1[CH2:7][CH2:6][C@H:5]([N:8]2[C:13](=[O:14])[C:12]([CH2:15][C:16]3[CH:21]=[CH:20][C:19]([C:22]4[C:23]([C:28]#[N:29])=[CH:24][CH:25]=[CH:26][CH:27]=4)=[CH:18][CH:17]=3)=[C:11]([CH2:30][CH2:31][CH3:32])[N:10]3[N:33]=[CH:34][CH:35]=[C:9]23)[CH2:4][CH2:3]1.[N+](=[C:38]([CH3:44])[C:39](OCC)=O)=[N-].[C:45](OCC)(=O)[CH3:46].[OH2:51]. The catalyst is C(Cl)Cl.C([O-])(=O)C.[Rh+3].C([O-])(=O)C.C([O-])(=O)C. The product is [OH:51][C:38]([CH3:39])([CH3:44])[CH:45]([CH3:46])[O:1][C@H:2]1[CH2:3][CH2:4][C@H:5]([N:8]2[C:13](=[O:14])[C:12]([CH2:15][C:16]3[CH:21]=[CH:20][C:19]([C:22]4[C:23]([C:28]#[N:29])=[CH:24][CH:25]=[CH:26][CH:27]=4)=[CH:18][CH:17]=3)=[C:11]([CH2:30][CH2:31][CH3:32])[N:10]3[N:33]=[CH:34][CH:35]=[C:9]23)[CH2:6][CH2:7]1. The yield is 0.840.